This data is from Merck oncology drug combination screen with 23,052 pairs across 39 cell lines. The task is: Regression. Given two drug SMILES strings and cell line genomic features, predict the synergy score measuring deviation from expected non-interaction effect. (1) Drug 1: CN1C(=O)C=CC2(C)C3CCC4(C)C(NC(=O)OCC(F)(F)F)CCC4C3CCC12. Drug 2: CCC1(O)CC2CN(CCc3c([nH]c4ccccc34)C(C(=O)OC)(c3cc4c(cc3OC)N(C)C3C(O)(C(=O)OC)C(OC(C)=O)C5(CC)C=CCN6CCC43C65)C2)C1. Cell line: VCAP. Synergy scores: synergy=18.3. (2) Drug 1: NC1(c2ccc(-c3nc4ccn5c(=O)[nH]nc5c4cc3-c3ccccc3)cc2)CCC1. Drug 2: CC1(c2nc3c(C(N)=O)cccc3[nH]2)CCCN1. Cell line: A2780. Synergy scores: synergy=41.7. (3) Drug 1: O=C(CCCCCCC(=O)Nc1ccccc1)NO. Drug 2: O=C(O)C1(Cc2cccc(Nc3nccs3)n2)CCC(Oc2cccc(Cl)c2F)CC1. Cell line: DLD1. Synergy scores: synergy=12.0. (4) Drug 1: CCN(CC)CCNC(=O)c1c(C)[nH]c(C=C2C(=O)Nc3ccc(F)cc32)c1C. Drug 2: O=C(NOCC(O)CO)c1ccc(F)c(F)c1Nc1ccc(I)cc1F. Cell line: UWB1289. Synergy scores: synergy=18.7. (5) Drug 1: COC1CC2CCC(C)C(O)(O2)C(=O)C(=O)N2CCCCC2C(=O)OC(C(C)CC2CCC(OP(C)(C)=O)C(OC)C2)CC(=O)C(C)C=C(C)C(O)C(OC)C(=O)C(C)CC(C)C=CC=CC=C1C. Drug 2: CCc1c2c(nc3ccc(O)cc13)-c1cc3c(c(=O)n1C2)COC(=O)C3(O)CC. Cell line: SW837. Synergy scores: synergy=0.0133.